The task is: Regression. Given two drug SMILES strings and cell line genomic features, predict the synergy score measuring deviation from expected non-interaction effect.. This data is from NCI-60 drug combinations with 297,098 pairs across 59 cell lines. (1) Drug 1: C(CC(=O)O)C(=O)CN.Cl. Drug 2: C1=NNC2=C1C(=O)NC=N2. Cell line: SR. Synergy scores: CSS=12.3, Synergy_ZIP=-2.79, Synergy_Bliss=2.23, Synergy_Loewe=-0.737, Synergy_HSA=-1.98. (2) Drug 1: C1C(C(OC1N2C=NC3=C(N=C(N=C32)Cl)N)CO)O. Drug 2: CC(C)(C#N)C1=CC(=CC(=C1)CN2C=NC=N2)C(C)(C)C#N. Cell line: CCRF-CEM. Synergy scores: CSS=62.0, Synergy_ZIP=0.110, Synergy_Bliss=-1.19, Synergy_Loewe=-16.4, Synergy_HSA=-2.41. (3) Drug 1: CN(C)C1=NC(=NC(=N1)N(C)C)N(C)C. Drug 2: CCC1=C2CN3C(=CC4=C(C3=O)COC(=O)C4(CC)O)C2=NC5=C1C=C(C=C5)O. Cell line: HT29. Synergy scores: CSS=11.9, Synergy_ZIP=-3.48, Synergy_Bliss=2.51, Synergy_Loewe=-36.0, Synergy_HSA=-2.68. (4) Drug 1: C1CC(=O)NC(=O)C1N2CC3=C(C2=O)C=CC=C3N. Drug 2: C1=CN(C(=O)N=C1N)C2C(C(C(O2)CO)O)O.Cl. Cell line: SF-539. Synergy scores: CSS=27.3, Synergy_ZIP=-9.03, Synergy_Bliss=-2.90, Synergy_Loewe=-15.2, Synergy_HSA=-0.241. (5) Drug 1: COC1=C(C=C2C(=C1)N=CN=C2NC3=CC(=C(C=C3)F)Cl)OCCCN4CCOCC4. Drug 2: CS(=O)(=O)CCNCC1=CC=C(O1)C2=CC3=C(C=C2)N=CN=C3NC4=CC(=C(C=C4)OCC5=CC(=CC=C5)F)Cl. Cell line: NCI-H322M. Synergy scores: CSS=50.5, Synergy_ZIP=-3.46, Synergy_Bliss=-2.39, Synergy_Loewe=0.223, Synergy_HSA=3.66. (6) Drug 1: CC1=C(C=C(C=C1)NC(=O)C2=CC=C(C=C2)CN3CCN(CC3)C)NC4=NC=CC(=N4)C5=CN=CC=C5. Drug 2: C(CN)CNCCSP(=O)(O)O. Cell line: NCI-H322M. Synergy scores: CSS=8.41, Synergy_ZIP=-1.55, Synergy_Bliss=2.24, Synergy_Loewe=-3.72, Synergy_HSA=1.38.